From a dataset of Forward reaction prediction with 1.9M reactions from USPTO patents (1976-2016). Predict the product of the given reaction. Given the reactants [C:1]1([C:7]([C:9]2[N:10]=[C:11]3[CH:16]=[CH:15][C:14](B4OC(C)(C)C(C)(C)O4)=[CH:13][N:12]3[CH:26]=2)=[O:8])[CH:6]=[CH:5][CH:4]=[CH:3][CH:2]=1.[NH2:27][C:28]1[CH:33]=[CH:32][CH:31]=[C:30](Br)[N:29]=1.C(=O)([O-])[O-].[Na+].[Na+].C1(C)C=CC=CC=1, predict the reaction product. The product is: [NH2:27][C:28]1[N:29]=[C:30]([C:14]2[CH:15]=[CH:16][C:11]3[N:12]([CH:26]=[C:9]([C:7]([C:1]4[CH:2]=[CH:3][CH:4]=[CH:5][CH:6]=4)=[O:8])[N:10]=3)[CH:13]=2)[CH:31]=[CH:32][CH:33]=1.